From a dataset of Forward reaction prediction with 1.9M reactions from USPTO patents (1976-2016). Predict the product of the given reaction. (1) Given the reactants [OH:1][C:2]1[C:3]([C:17](=O)[CH3:18])=[CH:4][S:5][C:6]=1[C:7]1[CH:16]=[CH:15][C:14]2[CH2:13][CH2:12][CH2:11][CH2:10][C:9]=2[CH:8]=1.[NH:20]([C:22]([C:24]1[S:28][C:27]([C:29]([NH:31][CH2:32][C:33]2[CH:38]=[CH:37][C:36]([C:39](=[O:44])[NH:40][CH2:41][CH2:42][OH:43])=[CH:35][CH:34]=2)=[O:30])=[CH:26][CH:25]=1)=[O:23])[NH2:21], predict the reaction product. The product is: [OH:1][C:2]1[C:3]([C:17](=[N:21][NH:20][C:22]([C:24]2[S:28][C:27]([C:29]([NH:31][CH2:32][C:33]3[CH:38]=[CH:37][C:36]([C:39](=[O:44])[NH:40][CH2:41][CH2:42][OH:43])=[CH:35][CH:34]=3)=[O:30])=[CH:26][CH:25]=2)=[O:23])[CH3:18])=[CH:4][S:5][C:6]=1[C:7]1[CH:16]=[CH:15][C:14]2[CH2:13][CH2:12][CH2:11][CH2:10][C:9]=2[CH:8]=1. (2) Given the reactants [CH3:1][C@H:2]1[CH2:7][CH2:6][C@H:5]([C:8]([OH:10])=O)[CH2:4][CH2:3]1.CN([C:14]([O:18][N:19]1N=NC2C=CC=N[C:20]1=2)=[N+](C)C)C.F[P-](F)(F)(F)(F)F.CCN(C(C)C)C(C)C.Cl.CNOC, predict the reaction product. The product is: [CH3:14][O:18][N:19]([CH3:20])[C:8]([C@H:5]1[CH2:6][CH2:7][C@H:2]([CH3:1])[CH2:3][CH2:4]1)=[O:10]. (3) Given the reactants F[C:2]1[CH:3]=[C:4]2[C:9](=[CH:10][C:11]=1[N+:12]([O-:14])=[O:13])[NH:8][C:7](=[O:15])[N:6]([NH:16][S:17]([CH3:20])(=[O:19])=[O:18])[C:5]2=[O:21].[CH3:22][C:23]1[N:24]=[CH:25][NH:26][CH:27]=1, predict the reaction product. The product is: [CH3:22][C:23]1[N:24]=[CH:25][N:26]([C:2]2[CH:3]=[C:4]3[C:9](=[CH:10][C:11]=2[N+:12]([O-:14])=[O:13])[NH:8][C:7](=[O:15])[N:6]([NH:16][S:17]([CH3:20])(=[O:19])=[O:18])[C:5]3=[O:21])[CH:27]=1. (4) Given the reactants [OH:1][C:2]1[C:11]2[C:6](=[CH:7][CH:8]=[CH:9][CH:10]=2)[CH:5]=[C:4]([C:12]#[N:13])[CH:3]=1.Cl.[NH2:15][OH:16].C(=O)([O-])[O-].[K+].[K+].[C:23]([O:26][CH2:27][CH3:28])(=[O:25])[CH3:24], predict the reaction product. The product is: [CH2:27]([O:26][C:23]([C:24]1[O:16][N:15]=[C:12]([C:4]2[CH:3]=[C:2]([OH:1])[C:11]3[C:6](=[CH:7][CH:8]=[CH:9][CH:10]=3)[CH:5]=2)[N:13]=1)=[O:25])[CH3:28].